From a dataset of Catalyst prediction with 721,799 reactions and 888 catalyst types from USPTO. Predict which catalyst facilitates the given reaction. (1) Reactant: [CH3:1][O:2][CH2:3][P+](C1C=CC=CC=1)(C1C=CC=CC=1)C1C=CC=CC=1.[Li+].C[Si]([N-][Si](C)(C)C)(C)C.[Br:33][C:34]1[C:41]([F:42])=[CH:40][CH:39]=[C:38]([O:43][CH3:44])[C:35]=1[CH:36]=O. Product: [Br:33][C:34]1[C:35]([CH:36]=[CH:1][O:2][CH3:3])=[C:38]([O:43][CH3:44])[CH:39]=[CH:40][C:41]=1[F:42]. The catalyst class is: 1. (2) Reactant: [C:1]([NH2:5])(=O)[CH2:2][CH3:3].P12(SP3(SP(SP(S3)(S1)=S)(=S)S2)=S)=[S:7].C([O:23][CH2:24][CH2:25][CH:26](Cl)[C:27](=O)[CH3:28])(=O)C. Product: [CH2:2]([C:1]1[S:7][C:26]([CH2:25][CH2:24][OH:23])=[C:27]([CH3:28])[N:5]=1)[CH3:3]. The catalyst class is: 1. (3) Reactant: [CH3:1][C@H:2]1[NH:7][CH2:6][CH2:5][N:4]([C:8]2[CH:13]=[CH:12][CH:11]=[CH:10][N:9]=2)[CH2:3]1.C[C@H]1CNCCN1. Product: [CH3:1][C@@H:2]1[NH:7][CH2:6][CH2:5][N:4]([C:8]2[CH:13]=[CH:12][CH:11]=[CH:10][N:9]=2)[CH2:3]1. The catalyst class is: 254. (4) Reactant: [C:1]1([C:29]2[CH:34]=[CH:33][CH:32]=[CH:31][CH:30]=2)[CH:6]=[CH:5][C:4]([N:7]=[C:8]([C:10]2[CH:15]=[CH:14][C:13]([C:16]([OH:18])=O)=[C:12](/[N:19]=[C:20](\[O-:28])/[CH2:21][N:22]3CCOCC3)[CH:11]=2)[O-:9])=[CH:3][CH:2]=1.[Li+].[Li+].CN.[CH2:39]1[CH2:43][O:42][CH2:41][CH2:40]1.F[P-](F)(F)(F)(F)F.[N:51]1(O[P+](N2CCCC2)(N2CCCC2)N2CCCC2)[C:55]2C=CC=CC=2N=N1.C(N(C(C)C)CC)(C)C. Product: [C:1]1([C:29]2[CH:34]=[CH:33][CH:32]=[CH:31][CH:30]=2)[CH:2]=[CH:3][C:4]([NH:7][C:8](=[O:9])[C:10]2[CH:15]=[CH:14][C:13]([C:16]([NH:51][CH3:55])=[O:18])=[C:12]([NH:19][C:20](=[O:28])[CH2:21][N:22]3[CH2:39][CH2:43][O:42][CH2:41][CH2:40]3)[CH:11]=2)=[CH:5][CH:6]=1. The catalyst class is: 18. (5) Reactant: FC(F)(F)[C:3]([N:5](C)[C:6]1[CH:15]=[CH:14][C:9]2[N:10]=[C:11]([CH3:13])[O:12][C:8]=2[CH:7]=1)=O.C([O-])([O-])=O.[K+].[K+]. Product: [CH3:3][NH:5][C:6]1[CH:15]=[CH:14][C:9]2[N:10]=[C:11]([CH3:13])[O:12][C:8]=2[CH:7]=1. The catalyst class is: 24. (6) Reactant: FC(F)(F)S(O[C:7]1[C:16]2[C:11](=[CH:12][CH:13]=[CH:14][N:15]=2)[N:10]=[CH:9][C:8]=1[NH:17][C:18](=O)[CH2:19][CH2:20][CH2:21][CH3:22])(=O)=O.Cl.[CH:27]([O:30][NH2:31])([CH3:29])[CH3:28]. Product: [CH2:19]([C:18]1[N:31]([O:30][CH:27]([CH3:29])[CH3:28])[C:7]2[C:16]3[N:15]=[CH:14][CH:13]=[CH:12][C:11]=3[N:10]=[CH:9][C:8]=2[N:17]=1)[CH2:20][CH2:21][CH3:22]. The catalyst class is: 32.